Dataset: NCI-60 drug combinations with 297,098 pairs across 59 cell lines. Task: Regression. Given two drug SMILES strings and cell line genomic features, predict the synergy score measuring deviation from expected non-interaction effect. (1) Synergy scores: CSS=11.8, Synergy_ZIP=-5.30, Synergy_Bliss=-5.24, Synergy_Loewe=-12.1, Synergy_HSA=-2.82. Cell line: SK-MEL-5. Drug 2: CC1CCC2CC(C(=CC=CC=CC(CC(C(=O)C(C(C(=CC(C(=O)CC(OC(=O)C3CCCCN3C(=O)C(=O)C1(O2)O)C(C)CC4CCC(C(C4)OC)O)C)C)O)OC)C)C)C)OC. Drug 1: C1=CC(=CC=C1CCC2=CNC3=C2C(=O)NC(=N3)N)C(=O)NC(CCC(=O)O)C(=O)O. (2) Synergy scores: CSS=10.4, Synergy_ZIP=-2.93, Synergy_Bliss=-3.12, Synergy_Loewe=-0.475, Synergy_HSA=-0.290. Drug 2: CC1=C(N=C(N=C1N)C(CC(=O)N)NCC(C(=O)N)N)C(=O)NC(C(C2=CN=CN2)OC3C(C(C(C(O3)CO)O)O)OC4C(C(C(C(O4)CO)O)OC(=O)N)O)C(=O)NC(C)C(C(C)C(=O)NC(C(C)O)C(=O)NCCC5=NC(=CS5)C6=NC(=CS6)C(=O)NCCC[S+](C)C)O. Cell line: MALME-3M. Drug 1: CCN(CC)CCNC(=O)C1=C(NC(=C1C)C=C2C3=C(C=CC(=C3)F)NC2=O)C. (3) Drug 1: CN1CCC(CC1)COC2=C(C=C3C(=C2)N=CN=C3NC4=C(C=C(C=C4)Br)F)OC. Drug 2: CC(C)CN1C=NC2=C1C3=CC=CC=C3N=C2N. Cell line: SF-295. Synergy scores: CSS=-2.73, Synergy_ZIP=-1.12, Synergy_Bliss=-5.54, Synergy_Loewe=-5.66, Synergy_HSA=-5.42. (4) Drug 1: COC1=NC(=NC2=C1N=CN2C3C(C(C(O3)CO)O)O)N. Drug 2: C1CN(CCN1C(=O)CCBr)C(=O)CCBr. Cell line: HT29. Synergy scores: CSS=5.18, Synergy_ZIP=-1.33, Synergy_Bliss=3.53, Synergy_Loewe=-5.61, Synergy_HSA=0.618.